Dataset: Full USPTO retrosynthesis dataset with 1.9M reactions from patents (1976-2016). Task: Predict the reactants needed to synthesize the given product. (1) Given the product [CH3:1][C:2]1[N:3]([CH2:14][CH2:15][CH:16]2[CH2:20][CH2:19][CH2:18][N:17]2[CH3:21])[C:4]2[C:9]([CH:10]=1)=[CH:8][C:7]([NH2:11])=[CH:6][CH:5]=2, predict the reactants needed to synthesize it. The reactants are: [CH3:1][C:2]1[N:3]([CH2:14][CH2:15][CH:16]2[CH2:20][CH2:19][CH2:18][N:17]2[CH3:21])[C:4]2[C:9]([CH:10]=1)=[CH:8][C:7]([N+:11]([O-])=O)=[CH:6][CH:5]=2. (2) The reactants are: [Cl:1][C:2]1[C:10]([O:11][CH2:12][CH2:13][CH2:14][O:15][Si:16]([C:19]([CH3:22])([CH3:21])[CH3:20])([CH3:18])[CH3:17])=[CH:9][C:8]([C:23]2[N:24]([C:34]([O:36][C:37]([CH3:40])([CH3:39])[CH3:38])=[O:35])[C:25]3[C:30]([CH:31]=2)=[CH:29][C:28]([CH:32]=O)=[CH:27][CH:26]=3)=[C:7]2[C:3]=1[CH2:4][NH:5][C:6]2=[O:41].[NH:42]1[CH2:46][CH2:45][CH2:44][CH2:43]1.C(O)(=O)C.C(O[BH-](OC(=O)C)OC(=O)C)(=O)C.[Na+]. Given the product [Cl:1][C:2]1[C:10]([O:11][CH2:12][CH2:13][CH2:14][O:15][Si:16]([C:19]([CH3:21])([CH3:20])[CH3:22])([CH3:17])[CH3:18])=[CH:9][C:8]([C:23]2[N:24]([C:34]([O:36][C:37]([CH3:38])([CH3:40])[CH3:39])=[O:35])[C:25]3[C:30]([CH:31]=2)=[CH:29][C:28]([CH2:32][N:42]2[CH2:46][CH2:45][CH2:44][CH2:43]2)=[CH:27][CH:26]=3)=[C:7]2[C:3]=1[CH2:4][NH:5][C:6]2=[O:41], predict the reactants needed to synthesize it. (3) Given the product [CH2:28]([O:27][C:25](=[O:26])[CH:24]([C:34]1([OH:38])[CH2:37][CH2:36][CH2:35]1)[NH:23][C:21]([C:19]1[C:18]([C:30]([F:33])([F:32])[F:31])=[N:17][NH:16][CH:20]=1)=[O:22])[CH3:29], predict the reactants needed to synthesize it. The reactants are: C[Si](C)(C)N[Si](C)(C)C.C([Li])CCC.C[N:16]1[CH:20]=[C:19]([C:21]([NH:23][CH2:24][C:25]([O:27][CH2:28][CH3:29])=[O:26])=[O:22])[C:18]([C:30]([F:33])([F:32])[F:31])=[N:17]1.[C:34]1(=[O:38])[CH2:37][CH2:36][CH2:35]1.B(F)(F)F.[NH4+].[Cl-]. (4) Given the product [CH:35]12[CH2:41][CH:38]([CH2:39][CH2:40]1)[CH2:37][CH:36]2[CH2:42][C:43]([NH:1][C:2]1[CH:3]=[C:4]2[C:8](=[CH:9][CH:10]=1)[N:7]([CH2:11][CH2:12][C:13]1[CH:18]=[CH:17][CH:16]=[CH:15][CH:14]=1)[C:6]([C:19]([NH:21][C:22]1[CH:23]=[CH:24][CH:25]=[CH:26][CH:27]=1)=[O:20])=[CH:5]2)=[O:44], predict the reactants needed to synthesize it. The reactants are: [NH2:1][C:2]1[CH:3]=[C:4]2[C:8](=[CH:9][CH:10]=1)[N:7]([CH2:11][CH2:12][C:13]1[CH:18]=[CH:17][CH:16]=[CH:15][CH:14]=1)[C:6]([C:19]([NH:21][C:22]1[CH:27]=[CH:26][CH:25]=[CH:24][CH:23]=1)=[O:20])=[CH:5]2.C(N(CC)CC)C.[CH:35]12[CH2:41][CH:38]([CH2:39][CH2:40]1)[CH2:37][CH:36]2[CH2:42][C:43](Cl)=[O:44]. (5) Given the product [C:5]1(=[O:8])[C:6]2=[C:6]3[C:5](=[CH:3][CH:2]=[CH:1]2)[CH:4]=[CH:3][CH:2]=[C:1]3[CH2:7]1, predict the reactants needed to synthesize it. The reactants are: [C:1]1([CH3:7])[CH:6]=[CH:5][CH:4]=[CH:3][CH:2]=1.[OH2:8]. (6) Given the product [F:16][C:17]([F:24])([F:23])[C:18]1[N:22]=[CH:21][N:20]([C:8]2[N:13]=[CH:12][C:11]([C:14]#[N:15])=[CH:10][CH:9]=2)[N:19]=1, predict the reactants needed to synthesize it. The reactants are: C(=O)([O-])[O-].[K+].[K+].Cl[C:8]1[N:13]=[CH:12][C:11]([C:14]#[N:15])=[CH:10][CH:9]=1.[F:16][C:17]([F:24])([F:23])[C:18]1[N:22]=[CH:21][NH:20][N:19]=1. (7) Given the product [F:1][C:2]1[CH:3]=[CH:4][C:5]([CH:8]([OH:36])[CH2:9][CH2:10][CH:11]2[C:12](=[O:35])[N:13]([C:23]3[CH:24]=[CH:25][C:26]([O:29][CH2:30][CH2:31][CH2:32][CH2:33][N:38]([CH3:37])[CH2:39][CH2:40][S:41]([OH:44])(=[O:43])=[O:42])=[CH:27][CH:28]=3)[CH:14]2[C:15]2[CH:20]=[CH:19][C:18]([O:21][CH3:22])=[CH:17][CH:16]=2)=[CH:6][CH:7]=1, predict the reactants needed to synthesize it. The reactants are: [F:1][C:2]1[CH:7]=[CH:6][C:5]([CH:8]([OH:36])[CH2:9][CH2:10][CH:11]2[CH:14]([C:15]3[CH:20]=[CH:19][C:18]([O:21][CH3:22])=[CH:17][CH:16]=3)[N:13]([C:23]3[CH:28]=[CH:27][C:26]([O:29][CH2:30][CH2:31][CH2:32][CH2:33]F)=[CH:25][CH:24]=3)[C:12]2=[O:35])=[CH:4][CH:3]=1.[CH3:37][NH:38][CH2:39][CH2:40][S:41]([OH:44])(=[O:43])=[O:42].C(=O)([O-])[O-].[K+].[K+].